From a dataset of Aqueous solubility values for 9,982 compounds from the AqSolDB database. Regression/Classification. Given a drug SMILES string, predict its absorption, distribution, metabolism, or excretion properties. Task type varies by dataset: regression for continuous measurements (e.g., permeability, clearance, half-life) or binary classification for categorical outcomes (e.g., BBB penetration, CYP inhibition). For this dataset (solubility_aqsoldb), we predict Y. (1) The drug is OCC1CCC(CO)O1. The Y is 0.879 log mol/L. (2) The molecule is CCOc1ccc(NC(C)=O)cc1. The Y is -2.30 log mol/L. (3) The molecule is CCCCCCOC(=O)Oc1ccc(NC(C)=O)cc1. The Y is -4.32 log mol/L. (4) The drug is C#CCCCC. The Y is -2.36 log mol/L.